This data is from Full USPTO retrosynthesis dataset with 1.9M reactions from patents (1976-2016). The task is: Predict the reactants needed to synthesize the given product. (1) Given the product [CH3:30][O:29][C:24]1[CH:25]=[CH:26][CH:27]=[CH:28][C:23]=1[C:22]1[C:16]2[O:15][C:14]([C:12]([NH:11][C@@H:5]3[CH:6]4[CH2:7][CH2:8][N+:3]([O-:1])([CH2:10][CH2:9]4)[CH2:4]3)=[O:13])=[CH:18][C:17]=2[CH:19]=[CH:20][CH:21]=1, predict the reactants needed to synthesize it. The reactants are: [OH:1]O.[N:3]12[CH2:10][CH2:9][CH:6]([CH2:7][CH2:8]1)[C@@H:5]([NH:11][C:12]([C:14]1[O:15][C:16]3[C:22]([C:23]4[CH:28]=[CH:27][CH:26]=[CH:25][C:24]=4[O:29][CH3:30])=[CH:21][CH:20]=[CH:19][C:17]=3[CH:18]=1)=[O:13])[CH2:4]2. (2) The reactants are: [N:1]1([CH2:7][CH2:8][NH:9][C:10]2[C:17]([F:18])=[CH:16][CH:15]=[CH:14][C:11]=2[CH:12]=O)[CH2:6][CH2:5][CH2:4][CH2:3][CH2:2]1.[CH3:19][C:20]([CH3:25])([CH3:24])[CH2:21][CH2:22][NH2:23]. Given the product [CH3:19][C:20]([CH3:25])([CH3:24])[CH2:21][CH2:22]/[N:23]=[CH:12]/[C:11]1[CH:14]=[CH:15][CH:16]=[C:17]([F:18])[C:10]=1[NH:9][CH2:8][CH2:7][N:1]1[CH2:6][CH2:5][CH2:4][CH2:3][CH2:2]1, predict the reactants needed to synthesize it. (3) Given the product [CH2:12]([N:9]1[CH2:10][CH:11]=[C:6]([C:3]2[CH:4]=[CH:5][NH:1][N:2]=2)[CH2:7][CH2:8]1)[C:13]1[CH:18]=[CH:17][CH:16]=[CH:15][CH:14]=1, predict the reactants needed to synthesize it. The reactants are: [NH:1]1[CH:5]=[CH:4][C:3]([C:6]2[CH:11]=[CH:10][N:9]=[CH:8][CH:7]=2)=[N:2]1.[CH2:12](Br)[C:13]1[CH:18]=[CH:17][CH:16]=[CH:15][CH:14]=1.